This data is from Forward reaction prediction with 1.9M reactions from USPTO patents (1976-2016). The task is: Predict the product of the given reaction. (1) Given the reactants C(OC([NH:8][C:9]1[CH:14]=[CH:13][CH:12]=[CH:11][C:10]=1[NH:15][C:16]([C:18]1[CH:23]=[CH:22][C:21]([C:24]2[C:32]([CH3:33])=[CH:31][C:27]([C:28](O)=[O:29])=[CH:26][N:25]=2)=[CH:20][CH:19]=1)=[O:17])=O)(C)(C)C.ClC(N(C)C)=C(C)C.N1C=CC=CC=1.[NH2:48][CH2:49][CH2:50][N:51]1[CH2:55][CH2:54][CH2:53][CH2:52]1.C(=O)(O)[O-].[Na+], predict the reaction product. The product is: [NH2:8][C:9]1[CH:14]=[CH:13][CH:12]=[CH:11][C:10]=1[NH:15][C:16]([C:18]1[CH:19]=[CH:20][C:21]([C:24]2[C:32]([CH3:33])=[CH:31][C:27]([C:28]([NH:48][CH2:49][CH2:50][N:51]3[CH2:55][CH2:54][CH2:53][CH2:52]3)=[O:29])=[CH:26][N:25]=2)=[CH:22][CH:23]=1)=[O:17]. (2) Given the reactants Br[C:2]1[CH:7]=[CH:6][C:5]([C@@H:8]([N:10]2[CH2:15][CH2:14][C@@:13]([C:20]3[CH:25]=[CH:24][C:23]([F:26])=[CH:22][CH:21]=3)([CH2:16][CH2:17][CH2:18][OH:19])[O:12][C:11]2=[O:27])[CH3:9])=[CH:4][CH:3]=1.[Cl:28][C:29]1[CH:30]=[C:31](B(O)O)[CH:32]=[N:33][CH:34]=1, predict the reaction product. The product is: [Cl:28][C:29]1[CH:30]=[C:31]([C:2]2[CH:3]=[CH:4][C:5]([C@@H:8]([N:10]3[CH2:15][CH2:14][C@@:13]([C:20]4[CH:25]=[CH:24][C:23]([F:26])=[CH:22][CH:21]=4)([CH2:16][CH2:17][CH2:18][OH:19])[O:12][C:11]3=[O:27])[CH3:9])=[CH:6][CH:7]=2)[CH:32]=[N:33][CH:34]=1. (3) Given the reactants [Br:1][C:2]1[N:7]=[CH:6][C:5]([NH2:8])=[C:4]([NH:9][CH3:10])[CH:3]=1.[CH:11](OCC)(OCC)OCC, predict the reaction product. The product is: [Br:1][C:2]1[N:7]=[CH:6][C:5]2[N:8]=[CH:10][N:9]([CH3:11])[C:4]=2[CH:3]=1.